From a dataset of Full USPTO retrosynthesis dataset with 1.9M reactions from patents (1976-2016). Predict the reactants needed to synthesize the given product. (1) Given the product [O:32]=[C:3]1[C:2](=[O:1])[C:11]2[N:10]=[C:9]([C:12](=[O:20])[NH:13][O:14][CH2:15][CH2:16][CH2:17][CH:18]=[CH2:19])[CH:8]=[C:7]([C:21]([OH:23])=[O:22])[C:6]=2[C:5]2[NH:25][C:26]([C:28]([OH:30])=[O:29])=[CH:27][C:4]1=2, predict the reactants needed to synthesize it. The reactants are: [O:1]=[C:2]1[C:11]2[N:10]=[C:9]([C:12](=[O:20])[NH:13][O:14][CH2:15][CH2:16][CH2:17][CH:18]=[CH2:19])[CH:8]=[C:7]([C:21]([O:23]C)=[O:22])[C:6]=2[C:5]2[NH:25][C:26]([C:28]([O:30]C)=[O:29])=[CH:27][C:4]=2[C:3]21OCC[O:32]2.Cl.C(Cl)Cl.CO.[Li+].[OH-]. (2) Given the product [CH:2]([C:3]1[CH:4]=[C:5]([CH:10]=[C:11]([C:13](=[O:23])[N:14]([CH3:22])[CH2:15][C:16]2[O:17][CH:18]=[C:19]([CH3:21])[N:20]=2)[CH:12]=1)[C:6]([O:8][CH3:9])=[O:7])=[O:1], predict the reactants needed to synthesize it. The reactants are: [OH:1][CH2:2][C:3]1[CH:4]=[C:5]([CH:10]=[C:11]([C:13](=[O:23])[N:14]([CH3:22])[CH2:15][C:16]2[O:17][CH:18]=[C:19]([CH3:21])[N:20]=2)[CH:12]=1)[C:6]([O:8][CH3:9])=[O:7].CC(OI1(OC(C)=O)(OC(C)=O)OC(=O)C2C=CC=CC1=2)=O.[O-]S([O-])(=S)=O.[Na+].[Na+].C([O-])(O)=O.[Na+]. (3) Given the product [ClH:71].[CH3:1][S:2][C:3]1[N:4]=[C:5]([C:36]([F:38])([F:37])[F:39])[C:6]2[C:11]([C:12]3[CH:13]=[CH:14][CH:15]=[CH:16][CH:17]=3)=[C:10]([C:18]3[CH:23]=[CH:22][C:21]([C:24]4([NH2:28])[CH2:25][CH2:26][CH2:27]4)=[CH:20][CH:19]=3)[O:9][C:7]=2[N:8]=1, predict the reactants needed to synthesize it. The reactants are: [CH3:1][S:2][C:3]1[N:4]=[C:5]([C:36]([F:39])([F:38])[F:37])[C:6]2[C:11]([C:12]3[CH:17]=[CH:16][CH:15]=[CH:14][CH:13]=3)=[C:10]([C:18]3[CH:23]=[CH:22][C:21]([C:24]4([NH:28]C(=O)OC(C)(C)C)[CH2:27][CH2:26][CH2:25]4)=[CH:20][CH:19]=3)[O:9][C:7]=2[N:8]=1.NC1(C2C=CC(C3OC4N=C(NCCO)N=C(C)C=4C=3C3C=CC=CC=3)=CC=2)CCC1.[ClH:71].O1CCOCC1. (4) Given the product [Cl:1][C:2]1[N:7]=[C:6]([N:11]([CH3:10])[CH:12]2[CH2:29][CH2:28][C:15]3([CH2:20][CH2:19][N:18]([C:21]([O:23][C:24]([CH3:25])([CH3:26])[CH3:27])=[O:22])[CH2:17][CH2:16]3)[CH2:14][CH2:13]2)[C:5]([CH3:9])=[CH:4][N:3]=1, predict the reactants needed to synthesize it. The reactants are: [Cl:1][C:2]1[N:7]=[C:6](Cl)[C:5]([CH3:9])=[CH:4][N:3]=1.[CH3:10][NH:11][CH:12]1[CH2:29][CH2:28][C:15]2([CH2:20][CH2:19][N:18]([C:21]([O:23][C:24]([CH3:27])([CH3:26])[CH3:25])=[O:22])[CH2:17][CH2:16]2)[CH2:14][CH2:13]1.C(N(CC)CC)C.